Dataset: Reaction yield outcomes from USPTO patents with 853,638 reactions. Task: Predict the reaction yield, written as a fraction of the theoretical maximum amount of product (1.0 means a 100% yield; for example, 0.34 means a 34% yield). (1) The reactants are Cl[C:2]1[C:3]([O:16][CH2:17][C:18]2([CH3:28])[CH2:27][CH2:26][C:21]3([O:25][CH2:24][CH2:23][O:22]3)[CH2:20][CH2:19]2)=[CH:4][C:5]([F:15])=[C:6]([CH:14]=1)[C:7]([O:9][C:10]([CH3:13])([CH3:12])[CH3:11])=[O:8].[CH:29]1(B(O)O)[CH2:31][CH2:30]1.P([O-])([O-])([O-])=O.[K+].[K+].[K+].F[B-](F)(F)F.C1(P(C2CCCCC2)C2CCCCC2)CCCCC1. The catalyst is C1(C)C=CC=CC=1.O.C([O-])(=O)C.[Pd+2].C([O-])(=O)C. The product is [CH:29]1([C:2]2[C:3]([O:16][CH2:17][C:18]3([CH3:28])[CH2:19][CH2:20][C:21]4([O:22][CH2:23][CH2:24][O:25]4)[CH2:26][CH2:27]3)=[CH:4][C:5]([F:15])=[C:6]([CH:14]=2)[C:7]([O:9][C:10]([CH3:13])([CH3:12])[CH3:11])=[O:8])[CH2:31][CH2:30]1. The yield is 0.830. (2) The reactants are [Cl:1][C:2]1[CH:3]=[C:4]2[C:8](=[CH:9][CH:10]=1)[N:7]([C:11]1[N:15]([CH3:16])[N:14]=[C:13]([CH3:17])[C:12]=1/[CH:18]=[CH:19]/[C:20]([O:22][CH2:23][CH3:24])=[O:21])[CH:6]=[CH:5]2.[H][H]. The catalyst is O1CCCC1.C(O)C.[Pt]=O. The product is [Cl:1][C:2]1[CH:3]=[C:4]2[C:8](=[CH:9][CH:10]=1)[N:7]([C:11]1[N:15]([CH3:16])[N:14]=[C:13]([CH3:17])[C:12]=1[CH2:18][CH2:19][C:20]([O:22][CH2:23][CH3:24])=[O:21])[CH:6]=[CH:5]2. The yield is 0.960. (3) The reactants are [F:1][C:2]([F:11])([F:10])[C:3]1[CH:8]=[CH:7][CH:6]=[CH:5][C:4]=1[SH:9].II. The catalyst is C(#N)C. The product is [F:11][C:2]([F:1])([F:10])[C:3]1[CH:8]=[CH:7][CH:6]=[CH:5][C:4]=1[S:9][S:9][C:4]1[CH:5]=[CH:6][CH:7]=[CH:8][C:3]=1[C:2]([F:11])([F:10])[F:1]. The yield is 0.440. (4) The reactants are Br[C:2]1[CH:7]=[C:6]([CH:8]2[CH2:12][CH2:11][CH2:10][CH2:9]2)[C:5]([O:13]C(OC)=O)=[CH:4][C:3]=1[NH:18][C:19]([CH:21]1[O:26][C:25]2[CH:27]=[CH:28][C:29]([C:31]#[N:32])=[CH:30][C:24]=2[N:23]([C:33]([O:35][CH2:36][CH3:37])=[O:34])[CH2:22]1)=[O:20].CC1(C)C(C)(C)OB([C:46]2[CH2:47][CH2:48][N:49]([C:52]([O:54][C:55]([CH3:58])([CH3:57])[CH3:56])=[O:53])[CH2:50][CH:51]=2)O1.C([O-])([O-])=O.[Cs+].[Cs+]. The catalyst is CN(C=O)C.C1C=CC([P]([Pd]([P](C2C=CC=CC=2)(C2C=CC=CC=2)C2C=CC=CC=2)([P](C2C=CC=CC=2)(C2C=CC=CC=2)C2C=CC=CC=2)[P](C2C=CC=CC=2)(C2C=CC=CC=2)C2C=CC=CC=2)(C2C=CC=CC=2)C2C=CC=CC=2)=CC=1. The product is [C:55]([O:54][C:52]([N:49]1[CH2:48][CH:47]=[C:46]([C:2]2[CH:7]=[C:6]([CH:8]3[CH2:12][CH2:11][CH2:10][CH2:9]3)[C:5]([OH:13])=[CH:4][C:3]=2[NH:18][C:19]([CH:21]2[O:26][C:25]3[CH:27]=[CH:28][C:29]([C:31]#[N:32])=[CH:30][C:24]=3[N:23]([C:33]([O:35][CH2:36][CH3:37])=[O:34])[CH2:22]2)=[O:20])[CH2:51][CH2:50]1)=[O:53])([CH3:58])([CH3:56])[CH3:57]. The yield is 0.560. (5) The reactants are [F:1][C:2]([F:13])([F:12])[O:3][C:4]1[CH:11]=[CH:10][C:7]([CH:8]=O)=[CH:6][CH:5]=1.[NH2:14][C:15]1[N:16]=[N:17][C:18]([CH3:21])=[CH:19][CH:20]=1.C([O:24][C:25](=O)[C:26]([OH:36])=[CH:27][C:28](=[O:35])[C:29]1[CH:34]=[CH:33][N:32]=[CH:31][CH:30]=1)C. No catalyst specified. The product is [OH:36][C:26]1[C:25](=[O:24])[N:14]([C:15]2[N:16]=[N:17][C:18]([CH3:21])=[CH:19][CH:20]=2)[CH:8]([C:7]2[CH:10]=[CH:11][C:4]([O:3][C:2]([F:13])([F:12])[F:1])=[CH:5][CH:6]=2)[C:27]=1[C:28]([C:29]1[CH:30]=[CH:31][N:32]=[CH:33][CH:34]=1)=[O:35]. The yield is 0.0300. (6) The reactants are [F:1][C:2]([F:11])([F:10])[C:3]1[N:8]=[CH:7][C:6]([OH:9])=[CH:5][N:4]=1.[F:12][C:13]1[CH:14]=[C:15]([CH:18]=[CH:19][C:20]=1F)[CH:16]=[O:17].C([O-])([O-])=O.[K+].[K+]. The catalyst is CN(C=O)C.O. The product is [F:12][C:13]1[CH:14]=[C:15]([CH:18]=[CH:19][C:20]=1[O:9][C:6]1[CH:7]=[N:8][C:3]([C:2]([F:1])([F:10])[F:11])=[N:4][CH:5]=1)[CH:16]=[O:17]. The yield is 0.830. (7) The reactants are [Cl:1][C:2]1[C:7](/[CH:8]=[CH:9]/[C:10]2[CH:15]=[CH:14][CH:13]=[CH:12][CH:11]=2)=[CH:6][N:5]=[CH:4][N:3]=1.[O:16]([C:23]1[CH:29]=[CH:28][C:26]([NH2:27])=[CH:25][CH:24]=1)[C:17]1[CH:22]=[CH:21][CH:20]=[CH:19][CH:18]=1. The catalyst is CC(O)C. The product is [ClH:1].[O:16]([C:23]1[CH:24]=[CH:25][C:26]([NH:27][C:2]2[C:7](/[CH:8]=[CH:9]/[C:10]3[CH:15]=[CH:14][CH:13]=[CH:12][CH:11]=3)=[CH:6][N:5]=[CH:4][N:3]=2)=[CH:28][CH:29]=1)[C:17]1[CH:22]=[CH:21][CH:20]=[CH:19][CH:18]=1. The yield is 0.670. (8) The reactants are [NH:1]([C:3]1[CH:11]=[CH:10][C:6]([C:7]([OH:9])=[O:8])=[CH:5][CH:4]=1)[NH2:2].[C:12]([CH2:15][C:16](=O)[CH3:17])(=O)[CH3:13]. The catalyst is C(O)C. The product is [CH3:13][C:12]1[CH:15]=[C:16]([CH3:17])[N:1]([C:3]2[CH:4]=[CH:5][C:6]([C:7]([OH:9])=[O:8])=[CH:10][CH:11]=2)[N:2]=1. The yield is 0.830.